From a dataset of Reaction yield outcomes from USPTO patents with 853,638 reactions. Predict the reaction yield, written as a fraction of the theoretical maximum amount of product (1.0 means a 100% yield; for example, 0.34 means a 34% yield). (1) The reactants are [Si:1]([O:8][CH2:9][C@H:10]1[CH2:14][CH2:13][C@H:12]([OH:15])[CH2:11]1)([C:4]([CH3:7])([CH3:6])[CH3:5])([CH3:3])[CH3:2].[H-].[Na+].Cl[C:19]1[N:27]=[CH:26][N:25]=[C:24]2[C:20]=1[N:21]=[C:22]([C:34]1[C:43]3[C:38](=[CH:39][CH:40]=[CH:41][CH:42]=3)[CH:37]=[CH:36][CH:35]=1)[N:23]2[CH:28]1[CH2:33][CH2:32][CH2:31][CH2:30][O:29]1. The catalyst is CN(C=O)C. The product is [Si:1]([O:8][CH2:9][C@H:10]1[CH2:14][CH2:13][C@H:12]([O:15][C:19]2[N:27]=[CH:26][N:25]=[C:24]3[C:20]=2[N:21]=[C:22]([C:34]2[C:43]4[C:38](=[CH:39][CH:40]=[CH:41][CH:42]=4)[CH:37]=[CH:36][CH:35]=2)[N:23]3[CH:28]2[CH2:33][CH2:32][CH2:31][CH2:30][O:29]2)[CH2:11]1)([C:4]([CH3:7])([CH3:6])[CH3:5])([CH3:3])[CH3:2]. The yield is 0.700. (2) The reactants are [NH2:1][C:2]1[CH:3]=[C:4]([CH:8]=[CH:9][C:10]=1[F:11])[C:5]([OH:7])=O.CCN=C=N[CH2:17][CH2:18][CH2:19][N:20](C)C.Cl.C1C=CC2N(O)N=NC=2C=1.CN1CCOCC1.C1(N)CC1. The catalyst is CN(C=O)C. The product is [NH2:1][C:2]1[CH:3]=[C:4]([CH:8]=[CH:9][C:10]=1[F:11])[C:5]([NH:20][CH:19]1[CH2:17][CH2:18]1)=[O:7]. The yield is 0.920.